This data is from Full USPTO retrosynthesis dataset with 1.9M reactions from patents (1976-2016). The task is: Predict the reactants needed to synthesize the given product. (1) The reactants are: [O:1]=[S:2]1(=[O:33])[CH2:6][CH2:5][CH2:4][N:3]1[C:7]1[CH:8]=[CH:9][C:10]([C:16]([N:18]2[CH2:23][CH2:22][N:21]([C:24]3[C:29]([CH3:30])=[CH:28][C:27]([CH2:31][CH3:32])=[CH:26][N:25]=3)[CH2:20][CH2:19]2)=[O:17])=[C:11]([CH:15]=1)[C:12]([NH2:14])=[O:13].[C:34](O[C:34]([O:36][C:37]([CH3:40])([CH3:39])[CH3:38])=[O:35])([O:36][C:37]([CH3:40])([CH3:39])[CH3:38])=[O:35]. Given the product [C:37]([O:36][C:34]([N:14]([C:34]([O:36][C:37]([CH3:40])([CH3:39])[CH3:38])=[O:35])[C:12](=[O:13])[C:11]1[CH:15]=[C:7]([N:3]2[CH2:4][CH2:5][CH2:6][S:2]2(=[O:1])=[O:33])[CH:8]=[CH:9][C:10]=1[C:16]([N:18]1[CH2:19][CH2:20][N:21]([C:24]2[C:29]([CH3:30])=[CH:28][C:27]([CH2:31][CH3:32])=[CH:26][N:25]=2)[CH2:22][CH2:23]1)=[O:17])=[O:35])([CH3:40])([CH3:39])[CH3:38], predict the reactants needed to synthesize it. (2) Given the product [Cl:1][C:2]1[CH:7]=[CH:6][CH:5]=[C:4]([Cl:8])[C:3]=1[CH2:9][CH2:10][C:11]1[C:15]([CH2:16][O:17][C:18]2[CH:19]=[CH:20][C:21]([C:24]3[CH:33]=[C:32]4[C:27]([CH:28]=[CH:29][CH:30]=[C:31]4[C:34]([OH:36])=[O:35])=[CH:26][CH:25]=3)=[CH:22][CH:23]=2)=[C:14]([CH:38]([CH3:40])[CH3:39])[O:13][N:12]=1, predict the reactants needed to synthesize it. The reactants are: [Cl:1][C:2]1[CH:7]=[CH:6][CH:5]=[C:4]([Cl:8])[C:3]=1[CH2:9][CH2:10][C:11]1[C:15]([CH2:16][O:17][C:18]2[CH:23]=[CH:22][C:21]([C:24]3[CH:33]=[C:32]4[C:27]([CH:28]=[CH:29][CH:30]=[C:31]4[C:34]([O:36]C)=[O:35])=[CH:26][CH:25]=3)=[CH:20][CH:19]=2)=[C:14]([CH:38]([CH3:40])[CH3:39])[O:13][N:12]=1.CO.[OH-].[Na+]. (3) Given the product [CH2:23]([C:10]1[CH:9]=[C:8]([N+:11]([O-:13])=[O:12])[CH:7]=[C:6]([Cl:14])[C:5]=1[OH:4])[CH:18]=[CH2:19], predict the reactants needed to synthesize it. The reactants are: C([O:4][C:5]1[CH:10]=[CH:9][C:8]([N+:11]([O-:13])=[O:12])=[CH:7][C:6]=1[Cl:14])C=C.C(N(CC)[C:18]1[CH:23]=CC=C[CH:19]=1)C.Cl. (4) The reactants are: [NH2:1][CH2:2][CH:3]([C:9]1([CH3:14])[O:13][CH2:12][CH2:11][O:10]1)[C:4]([O:6][CH2:7][CH3:8])=[O:5].[CH:15]1[CH:20]=[C:19]2[CH:21]=[CH:22][C:23]3[C:28](=O)[O:27][C:25](=[O:26])[C:24]=3[C:18]2=[CH:17][CH:16]=1. Given the product [O:26]=[C:25]1[C:24]2[C:18]3[CH:17]=[CH:16][CH:15]=[CH:20][C:19]=3[CH:21]=[CH:22][C:23]=2[C:28](=[O:27])[N:1]1[CH2:2][CH:3]([C:9]1([CH3:14])[O:10][CH2:11][CH2:12][O:13]1)[C:4]([O:6][CH2:7][CH3:8])=[O:5], predict the reactants needed to synthesize it. (5) Given the product [CH2:1]([O:5][C:6]1[N:11]=[C:10]([NH:12][C:13]([NH:15][C:16]2[CH:21]=[C:20]([Cl:22])[CH:19]=[CH:18][C:17]=2[O:23][CH:27]([CH3:28])[CH:26]=[CH2:31])=[O:14])[CH:9]=[N:8][C:7]=1[C:24]#[N:25])[CH2:2][CH:3]=[CH2:4], predict the reactants needed to synthesize it. The reactants are: [CH2:1]([O:5][C:6]1[N:11]=[C:10]([NH:12][C:13]([NH:15][C:16]2[CH:21]=[C:20]([Cl:22])[CH:19]=[CH:18][C:17]=2[OH:23])=[O:14])[CH:9]=[N:8][C:7]=1[C:24]#[N:25])[CH2:2][CH:3]=[CH2:4].[C:26]1(P([C:26]2[CH:31]=CC=[CH:28][CH:27]=2)[C:26]2[CH:31]=CC=[CH:28][CH:27]=2)[CH:31]=CC=[CH:28][CH:27]=1.CC(O)C=C.N(C(OC(C)(C)C)=O)=NC(OC(C)(C)C)=O. (6) Given the product [O:14]1[CH:2]=[C:3]([C:5]2[CH:10]=[CH:9][C:8]([OH:11])=[C:7]([CH3:12])[CH:6]=2)[N:15]=[CH:13]1, predict the reactants needed to synthesize it. The reactants are: Br[CH2:2][C:3]([C:5]1[CH:10]=[CH:9][C:8]([OH:11])=[C:7]([CH3:12])[CH:6]=1)=O.[CH:13]([NH2:15])=[O:14]. (7) The reactants are: [CH3:1][N:2]1[C:7](=[O:8])[CH2:6][C:5]2[CH:9]=[C:10]3[C:15](=[CH:16][C:4]=2[S:3]1(=[O:18])=[O:17])[CH:14]=[CH:13][CH:12]=[CH:11]3.C(N(CC)CC)C.[C:26]1([N:32]=[C:33]=[O:34])[CH:31]=[CH:30][CH:29]=[CH:28][CH:27]=1. Given the product [CH3:1][N:2]1[C:7](=[O:8])[CH:6]([C:33]([NH:32][C:26]2[CH:31]=[CH:30][CH:29]=[CH:28][CH:27]=2)=[O:34])[C:5]2[CH:9]=[C:10]3[C:15](=[CH:16][C:4]=2[S:3]1(=[O:17])=[O:18])[CH:14]=[CH:13][CH:12]=[CH:11]3, predict the reactants needed to synthesize it. (8) The reactants are: [CH2:1]([O:8][C:9]([NH:11][CH:12]([CH:61]([CH3:63])[CH3:62])[C:13]([NH:15][CH2:16][C:17]([O:19][CH:20]1[CH:24]([C:25](C)(C)[O:26][SiH2]C(C)(C)C)[O:23][CH:22]([N:34]2[CH:58]=[C:38]3[C:39]([NH:47][C:48]([O:50][CH2:51][O:52][C:53](=[O:57])[CH:54]([CH3:56])[CH3:55])=[O:49])=[CH:40][C:41]4[C:42](=[O:46])[NH:43][N:44]=[CH:45][C:36]([C:37]=43)=[N:35]2)[C:21]1([OH:60])[CH3:59])=[O:18])=[O:14])=[O:10])[C:2]1[CH:7]=[CH:6][CH:5]=[CH:4][CH:3]=1. Given the product [CH2:1]([O:8][C:9]([NH:11][CH:12]([CH:61]([CH3:63])[CH3:62])[C:13]([NH:15][CH2:16][C:17]([O:19][CH:20]1[CH:24]([CH2:25][OH:26])[O:23][CH:22]([N:34]2[CH:58]=[C:38]3[C:39]([NH:47][C:48]([O:50][CH2:51][O:52][C:53](=[O:57])[CH:54]([CH3:56])[CH3:55])=[O:49])=[CH:40][C:41]4[C:42](=[O:46])[NH:43][N:44]=[CH:45][C:36]([C:37]=43)=[N:35]2)[C:21]1([OH:60])[CH3:59])=[O:18])=[O:14])=[O:10])[C:2]1[CH:7]=[CH:6][CH:5]=[CH:4][CH:3]=1, predict the reactants needed to synthesize it. (9) Given the product [CH3:1][C@:2]12[CH2:19][CH2:18][C@H:17]3[C@@H:7]([CH2:8][CH2:9][C:10]4[C@:15]3([CH3:16])[CH2:14][CH2:13][C@@H:12]([OH:20])[CH:11]=4)[C@@H:6]1[CH2:5][CH:4]=[CH:3]2, predict the reactants needed to synthesize it. The reactants are: [CH3:1][C@:2]12[CH2:19][CH2:18][C@H:17]3[C@@H:7]([CH2:8][CH2:9][C:10]4[C@:15]3([CH3:16])[CH2:14][CH2:13][C:12](=[O:20])[CH:11]=4)[C@@H:6]1[CH2:5][CH:4]=[CH:3]2.C(Cl)Cl.C(OCC)(=O)C.